Dataset: Full USPTO retrosynthesis dataset with 1.9M reactions from patents (1976-2016). Task: Predict the reactants needed to synthesize the given product. (1) Given the product [C:1]([C@H:5]1[CH2:10][CH2:9][C@H:8]([N:11]([C:38](=[O:39])[CH2:37][C:34]2[CH:35]=[CH:36][C:31]([O:30][C:29]([F:41])([F:28])[F:42])=[CH:32][CH:33]=2)[CH:12]2[C:20]3[C:15](=[CH:16][C:17]([C:21]([O:23][CH2:24][CH2:25][CH2:26][CH3:27])=[O:22])=[CH:18][CH:19]=3)[CH2:14][CH2:13]2)[CH2:7][CH2:6]1)([CH3:4])([CH3:3])[CH3:2], predict the reactants needed to synthesize it. The reactants are: [C:1]([C@H:5]1[CH2:10][CH2:9][C@H:8]([NH:11][CH:12]2[C:20]3[C:15](=[CH:16][C:17]([C:21]([O:23][CH2:24][CH2:25][CH2:26][CH3:27])=[O:22])=[CH:18][CH:19]=3)[CH2:14][CH2:13]2)[CH2:7][CH2:6]1)([CH3:4])([CH3:3])[CH3:2].[F:28][C:29]([F:42])([F:41])[O:30][C:31]1[CH:36]=[CH:35][C:34]([CH2:37][C:38](O)=[O:39])=[CH:33][CH:32]=1.C(Cl)CCl.C1C=CC2N(O)N=NC=2C=1.CCN(C(C)C)C(C)C.C([O-])(O)=O.[Na+]. (2) Given the product [Cl:1][C:2]1[CH:3]=[C:4]([C:9]2([C:22]([F:23])([F:25])[F:24])[O:13][N:12]=[C:11]([C:14]3[CH:15]=[CH:16][C:17]([CH3:21])=[C:18]([NH:19][C:30](=[O:31])[C:29]4[CH:33]=[CH:34][CH:35]=[C:27]([Cl:26])[CH:28]=4)[CH:20]=3)[CH2:10]2)[CH:5]=[C:6]([Cl:8])[CH:7]=1, predict the reactants needed to synthesize it. The reactants are: [Cl:1][C:2]1[CH:3]=[C:4]([C:9]2([C:22]([F:25])([F:24])[F:23])[O:13][N:12]=[C:11]([C:14]3[CH:15]=[CH:16][C:17]([CH3:21])=[C:18]([CH:20]=3)[NH2:19])[CH2:10]2)[CH:5]=[C:6]([Cl:8])[CH:7]=1.[Cl:26][C:27]1[CH:28]=[C:29]([CH:33]=[CH:34][CH:35]=1)[C:30](O)=[O:31].Cl.C(N(CC)CCCN=C=NCC)C.C(=O)([O-])O.[Na+].